Dataset: Full USPTO retrosynthesis dataset with 1.9M reactions from patents (1976-2016). Task: Predict the reactants needed to synthesize the given product. Given the product [C:21]([O:24][CH2:25][C:26]1[C:27]([N:35]2[CH2:46][CH2:45][N:44]3[C:37](=[CH:38][C:39]4[CH2:40][C:41]([CH3:48])([CH3:47])[CH2:42][C:43]=43)[C:36]2=[O:49])=[N:28][CH:29]=[CH:30][C:31]=1[C:2]1[CH:3]=[C:4]([NH:10][C:11]2[S:12][C:13]3[CH2:14][N:15]([CH3:20])[CH2:16][CH2:17][C:18]=3[N:19]=2)[C:5](=[O:9])[N:6]([CH3:8])[CH:7]=1)(=[O:23])[CH3:22], predict the reactants needed to synthesize it. The reactants are: Br[C:2]1[CH:3]=[C:4]([NH:10][C:11]2[S:12][C:13]3[CH2:14][N:15]([CH3:20])[CH2:16][CH2:17][C:18]=3[N:19]=2)[C:5](=[O:9])[N:6]([CH3:8])[CH:7]=1.[C:21]([O:24][CH2:25][C:26]1[C:27]([N:35]2[CH2:46][CH2:45][N:44]3[C:37](=[CH:38][C:39]4[CH2:40][C:41]([CH3:48])([CH3:47])[CH2:42][C:43]=43)[C:36]2=[O:49])=[N:28][CH:29]=[CH:30][C:31]=1B(O)O)(=[O:23])[CH3:22].[O-]P([O-])([O-])=O.[K+].[K+].[K+].C([O-])(=O)C.[Na+].